From a dataset of Peptide-MHC class I binding affinity with 185,985 pairs from IEDB/IMGT. Regression. Given a peptide amino acid sequence and an MHC pseudo amino acid sequence, predict their binding affinity value. This is MHC class I binding data. (1) The MHC is HLA-B07:02 with pseudo-sequence HLA-B07:02. The peptide sequence is KVMVICYAY. The binding affinity (normalized) is 0.0847. (2) The peptide sequence is EDLVNLLPA. The MHC is Mamu-A11 with pseudo-sequence Mamu-A11. The binding affinity (normalized) is 0.